This data is from Full USPTO retrosynthesis dataset with 1.9M reactions from patents (1976-2016). The task is: Predict the reactants needed to synthesize the given product. (1) Given the product [O:1]=[C:2]1[C:10]2[C:9]([C:11]([OH:12])=[O:19])=[CH:8][CH:7]=[CH:6][C:5]=2[CH2:4][NH:3]1, predict the reactants needed to synthesize it. The reactants are: [O:1]=[C:2]1[C:10]2[C:9]([C:11](N)=[O:12])=[CH:8][CH:7]=[CH:6][C:5]=2[CH2:4][NH:3]1.[OH-].[Li+].C1C[O:19]CC1.CO. (2) Given the product [CH2:9]([O:11][C:12](=[O:13])[CH2:14][CH2:19][NH:8][CH:2]1[CH2:3][CH:4]2[CH2:7][CH:1]1[CH2:6][CH2:5]2)[CH3:10], predict the reactants needed to synthesize it. The reactants are: [CH:1]12[CH2:7][CH:4]([CH2:5][CH2:6]1)[CH2:3][CH:2]2[NH2:8].[CH2:9]([O:11][C:12]([C:14]1C(Cl)=NC(SC)=N[CH:19]=1)=[O:13])[CH3:10].C([O-])([O-])=O.[K+].[K+].